The task is: Predict the reactants needed to synthesize the given product.. This data is from Retrosynthesis with 50K atom-mapped reactions and 10 reaction types from USPTO. (1) Given the product Cc1nc(-c2cc(C(F)(F)F)cc(C(F)(F)F)c2)sc1CO, predict the reactants needed to synthesize it. The reactants are: COC(=O)c1sc(-c2cc(C(F)(F)F)cc(C(F)(F)F)c2)nc1C. (2) Given the product O=Cc1nccn1C(c1ccccc1)(c1ccccc1)c1ccccc1, predict the reactants needed to synthesize it. The reactants are: BrC(c1ccccc1)(c1ccccc1)c1ccccc1.O=Cc1ncc[nH]1. (3) Given the product COC(=O)c1ccc(NS(=O)(=O)c2cccc(-c3cccc(NC(C)=O)c3)c2)cc1O, predict the reactants needed to synthesize it. The reactants are: CC(=O)Nc1cccc(B(O)O)c1.COC(=O)c1ccc(NS(=O)(=O)c2cccc(Br)c2)cc1O. (4) Given the product CCC(=O)c1cnc2c(OCCSC)cccc2c1Nc1ccccc1C, predict the reactants needed to synthesize it. The reactants are: CCC(=O)c1cnc2c(OCCSC)cccc2c1Cl.Cc1ccccc1N. (5) Given the product CC(C)(C)OC(=O)N[C@H](CCCN1C(=O)c2ccccc2S1(=O)=O)C(=O)OC(C)(C)C, predict the reactants needed to synthesize it. The reactants are: CC(C)(C)OC(=O)N[C@H](CCCI)C(=O)OC(C)(C)C.O=C1NS(=O)(=O)c2ccccc21. (6) Given the product CC(C)(C)OC(=O)N1Cc2ccc(I)cc2C1, predict the reactants needed to synthesize it. The reactants are: CC(C)(C)OC(=O)OC(=O)OC(C)(C)C.Ic1ccc2c(c1)CNC2. (7) Given the product O=c1c(O)cccn1Cc1ccccc1, predict the reactants needed to synthesize it. The reactants are: O=c1c(OCc2ccccc2)cccn1Cc1ccccc1. (8) Given the product C#CCOc1ccc2c(c1)nc(N)c1nc(COCC)n(CC(C)(C)O)c12, predict the reactants needed to synthesize it. The reactants are: C#CCBr.CCOCc1nc2c(N)nc3cc(O)ccc3c2n1CC(C)(C)O.